Dataset: Reaction yield outcomes from USPTO patents with 853,638 reactions. Task: Predict the reaction yield, written as a fraction of the theoretical maximum amount of product (1.0 means a 100% yield; for example, 0.34 means a 34% yield). (1) The reactants are [NH:1]1[CH2:4][CH:3]([C:5]([N:7]2[CH2:12][CH2:11][N:10]([CH:13]3[CH2:16][CH2:15][CH2:14]3)[CH2:9][CH2:8]2)=[O:6])[CH2:2]1.[CH3:17][C:18]1[N:23]=[CH:22][C:21]([C:24](Cl)=[O:25])=[CH:20][CH:19]=1.CCN(C(C)C)C(C)C. The catalyst is ClCCl. The product is [CH:13]1([N:10]2[CH2:11][CH2:12][N:7]([C:5]([CH:3]3[CH2:2][N:1]([C:24]([C:21]4[CH:22]=[N:23][C:18]([CH3:17])=[CH:19][CH:20]=4)=[O:25])[CH2:4]3)=[O:6])[CH2:8][CH2:9]2)[CH2:14][CH2:15][CH2:16]1. The yield is 0.190. (2) The reactants are CN(C(ON1N=NC2C=CC=NC1=2)=[N+](C)C)C.F[P-](F)(F)(F)(F)F.[C:25]([O:29][C:30]([NH:32][C:33]1[C:34]([C:43](O)=[O:44])=[CH:35][C:36]2[C:41]([CH:42]=1)=[CH:40][CH:39]=[CH:38][CH:37]=2)=[O:31])([CH3:28])([CH3:27])[CH3:26].[NH2:46][CH:47]([CH:52]1[CH2:57][CH2:56][O:55][CH2:54][CH2:53]1)[C:48]([O:50]C)=[O:49].C(N(C(C)C)CC)(C)C. The catalyst is CN(C=O)C.CCCCCC.C(OCC)(=O)C. The product is [CH3:28][C:25]([O:29][C:30]([NH:32][C:33]1[C:34]([C:43]([NH:46][CH:47]([CH:52]2[CH2:57][CH2:56][O:55][CH2:54][CH2:53]2)[C:48]([OH:50])=[O:49])=[O:44])=[CH:35][C:36]2[C:41]([CH:42]=1)=[CH:40][CH:39]=[CH:38][CH:37]=2)=[O:31])([CH3:26])[CH3:27]. The yield is 0.840. (3) The reactants are [C:1]1(=[O:11])[O:6][C:4](=O)[C:3]2=[CH:7][CH:8]=[CH:9][CH:10]=[C:2]12.[NH2:12][C@@H:13]([CH2:18][OH:19])[CH2:14][CH:15]([CH3:17])[CH3:16].O. The catalyst is C1COCC1. The product is [OH:19][CH2:18][C@H:13]([N:12]1[C:1](=[O:11])[C:2]2[C:3](=[CH:7][CH:8]=[CH:9][CH:10]=2)[C:4]1=[O:6])[CH2:14][CH:15]([CH3:17])[CH3:16]. The yield is 0.470. (4) The reactants are [Cl:1][C:2]1[CH:3]=[C:4]2[C:9](=[CH:10][CH:11]=1)[N:8]=[C:7]([NH:12][C:13](=[O:17])OCC)[C:6]([O:18][CH3:19])=[N:5]2.[N:20]1[CH:25]=[CH:24][CH:23]=[CH:22][C:21]=1[N:26]1[CH2:31][CH2:30][NH:29][CH2:28][CH2:27]1. No catalyst specified. The product is [Cl:1][C:2]1[CH:3]=[C:4]2[C:9](=[CH:10][CH:11]=1)[N:8]=[C:7]([NH:12][C:13]([N:29]1[CH2:30][CH2:31][N:26]([C:21]3[CH:22]=[CH:23][CH:24]=[CH:25][N:20]=3)[CH2:27][CH2:28]1)=[O:17])[C:6]([O:18][CH3:19])=[N:5]2. The yield is 0.870. (5) The reactants are [NH2:1][CH2:2][CH2:3][O:4][C:5]1[CH:14]=[CH:13][CH:12]=[C:11]2[C:6]=1[C:7]([NH:15][C:16]1[CH:21]=[CH:20][C:19]([OH:22])=[C:18]([Cl:23])[CH:17]=1)=[N:8][CH:9]=[N:10]2.Cl.Cl[CH2:26][C:27]1[N:28]=[CH:29][S:30][CH:31]=1. No catalyst specified. The product is [NH2:1][CH2:2][CH2:3][O:4][C:5]1[CH:14]=[CH:13][CH:12]=[C:11]2[C:6]=1[C:7]([NH:15][C:16]1[CH:21]=[CH:20][C:19]([O:22][CH2:26][C:27]3[N:28]=[CH:29][S:30][CH:31]=3)=[C:18]([Cl:23])[CH:17]=1)=[N:8][CH:9]=[N:10]2. The yield is 0.910. (6) The yield is 0.990. The catalyst is C(O)C. The reactants are [CH3:1][N:2]1[C:11]2[C:6](=[CH:7][CH:8]=[CH:9][CH:10]=2)[N:5]=[C:4]([C:12]([O:14]CC)=[O:13])[C:3]1=[O:17].[OH-].[Na+]. The product is [CH3:1][N:2]1[C:11]2[C:6](=[CH:7][CH:8]=[CH:9][CH:10]=2)[N:5]=[C:4]([C:12]([OH:14])=[O:13])[C:3]1=[O:17]. (7) The reactants are [NH2:1][C:2]1[N:9]=[C:8]([CH3:10])[CH:7]=[CH:6][C:3]=1[CH:4]=O.[C:11]([C:15]1[CH:28]=[CH:27][C:18]([CH2:19][NH:20][C:21](=[O:26])[CH2:22][C:23](=O)[CH3:24])=[CH:17][CH:16]=1)([CH3:14])([CH3:13])[CH3:12].N1CCCCC1. The catalyst is CCO. The product is [C:11]([C:15]1[CH:28]=[CH:27][C:18]([CH2:19][NH:20][C:21]([C:22]2[C:23]([CH3:24])=[N:1][C:2]3[C:3]([CH:4]=2)=[CH:6][CH:7]=[C:8]([CH3:10])[N:9]=3)=[O:26])=[CH:17][CH:16]=1)([CH3:14])([CH3:12])[CH3:13]. The yield is 0.510. (8) The reactants are [C:1]([C:3]1[C:7]([Si](C)(C)C)=[C:6]([C:12]2[CH:17]=[CH:16][CH:15]=[CH:14][CH:13]=2)[S:5][C:4]=1[N:18]=[CH:19][N:20]([CH3:22])[CH3:21])#[N:2].[I:23]I.C(OCC)(=O)C. The catalyst is C1COCC1.FC(F)(F)C([O-])=O.[Ag+]. The product is [C:1]([C:3]1[C:7]([I:23])=[C:6]([C:12]2[CH:17]=[CH:16][CH:15]=[CH:14][CH:13]=2)[S:5][C:4]=1[N:18]=[CH:19][N:20]([CH3:22])[CH3:21])#[N:2]. The yield is 0.990. (9) The reactants are Cl.C([O:4][C:5]([C:7]1[N:8]([C:28]2[CH:33]=[CH:32][C:31]([O:34][CH:35]([CH3:37])[CH3:36])=[CH:30][CH:29]=2)[C:9]2[C:14]([C:15]=1[S:16][CH3:17])=[CH:13][C:12]([C:18]1[CH:23]=[CH:22][C:21]([C:24]([F:27])([F:26])[F:25])=[CH:20][N:19]=1)=[CH:11][CH:10]=2)=[O:6])C.[OH-].[Na+].Cl. The catalyst is O1CCOCC1. The product is [CH:35]([O:34][C:31]1[CH:32]=[CH:33][C:28]([N:8]2[C:9]3[C:14](=[CH:13][C:12]([C:18]4[CH:23]=[CH:22][C:21]([C:24]([F:25])([F:26])[F:27])=[CH:20][N:19]=4)=[CH:11][CH:10]=3)[C:15]([S:16][CH3:17])=[C:7]2[C:5]([OH:6])=[O:4])=[CH:29][CH:30]=1)([CH3:37])[CH3:36]. The yield is 0.560. (10) The reactants are C([Li])CCC.C(NC(C)C)(C)C.[F:13][C:14]1[CH:19]=[CH:18][C:17]([CH3:20])=[CH:16][N:15]=1.FC1C([Li])=CC(C)=CN=1.[I:30]I.S([O-])([O-])(=O)=S.[Na+].[Na+]. The catalyst is O1CCCC1.O. The product is [F:13][C:14]1[C:19]([I:30])=[CH:18][C:17]([CH3:20])=[CH:16][N:15]=1. The yield is 0.330.